From a dataset of Full USPTO retrosynthesis dataset with 1.9M reactions from patents (1976-2016). Predict the reactants needed to synthesize the given product. (1) Given the product [F:18][C:15]1[CH:14]=[CH:13][C:12]([CH:9]2[N:8]([S:19]([C:22]3[CH:23]=[CH:24][C:25]([CH3:28])=[CH:26][CH:27]=3)(=[O:21])=[O:20])[CH:7]([CH2:6][CH2:5][CH2:4][CH2:3][OH:2])[CH2:11][CH2:10]2)=[CH:17][CH:16]=1, predict the reactants needed to synthesize it. The reactants are: C[O:2][C:3](=O)[CH2:4][CH2:5][CH2:6][CH:7]1[CH2:11][CH2:10][CH:9]([C:12]2[CH:17]=[CH:16][C:15]([F:18])=[CH:14][CH:13]=2)[N:8]1[S:19]([C:22]1[CH:27]=[CH:26][C:25]([CH3:28])=[CH:24][CH:23]=1)(=[O:21])=[O:20].[H-].[Al+3].[Li+].[H-].[H-].[H-]. (2) Given the product [CH3:1][O:2][C:3]1[C:4]([O:30][CH3:31])=[CH:5][C:6]2[C:15]3[C:10](=[C:11]4[CH:19]=[C:18]5[O:20][CH2:21][O:22][C:17]5=[CH:16][C:12]4=[N:13][CH:14]=3)[N:9]([CH2:23][CH2:24][N:25]([CH3:26])[CH3:27])[CH2:8][C:7]=2[CH:29]=1, predict the reactants needed to synthesize it. The reactants are: [CH3:1][O:2][C:3]1[C:4]([O:30][CH3:31])=[CH:5][C:6]2[C:15]3[C:10](=[C:11]4[CH:19]=[C:18]5[O:20][CH2:21][O:22][C:17]5=[CH:16][C:12]4=[N:13][CH:14]=3)[N:9]([CH2:23][CH2:24][N:25]([CH3:27])[CH3:26])[C:8](=O)[C:7]=2[CH:29]=1.[H-].[H-].[H-].[H-].[Li+].[Al+3]. (3) Given the product [C:1]1([CH3:11])[CH:2]=[CH:3][C:4]([S:7]([O-:10])(=[O:8])=[O:9])=[CH:5][CH:6]=1.[Ca+2:13].[C:1]1([CH3:11])[CH:2]=[CH:3][C:4]([S:7]([O-:10])(=[O:8])=[O:9])=[CH:5][CH:6]=1, predict the reactants needed to synthesize it. The reactants are: [C:1]1([CH3:11])[CH:6]=[CH:5][C:4]([S:7]([OH:10])(=[O:9])=[O:8])=[CH:3][CH:2]=1.[OH-].[Ca+2:13].[OH-]. (4) Given the product [F:1][C:2]1[CH:3]=[CH:4][C:5]([C:8]([N+:14]([O-:16])=[O:15])=[CH:9][CH:10]([CH3:11])[CH3:12])=[CH:6][CH:7]=1, predict the reactants needed to synthesize it. The reactants are: [F:1][C:2]1[CH:7]=[CH:6][C:5]([CH:8]([N+:14]([O-:16])=[O:15])[CH:9](O)[CH:10]([CH3:12])[CH3:11])=[CH:4][CH:3]=1.CS(Cl)(=O)=O.C(N(CC)CC)C. (5) The reactants are: [Br:1][C:2]1[N:7]2[CH:8]=[C:9]([CH2:11][OH:12])[N:10]=[C:6]2[C:5]([N:13]2[CH2:18][CH2:17][O:16][CH2:15][CH2:14]2)=[N:4][CH:3]=1.Cl[C:20]1[CH:29]=[CH:28][C:27]2[C:22](=[CH:23][CH:24]=[CH:25][CH:26]=2)[N:21]=1. Given the product [Br:1][C:2]1[N:7]2[CH:8]=[C:9]([CH2:11][O:12][C:20]3[CH:29]=[CH:28][C:27]4[C:22](=[CH:23][CH:24]=[CH:25][CH:26]=4)[N:21]=3)[N:10]=[C:6]2[C:5]([N:13]2[CH2:18][CH2:17][O:16][CH2:15][CH2:14]2)=[N:4][CH:3]=1, predict the reactants needed to synthesize it. (6) Given the product [CH2:11]([N:18]1[CH:22]=[C:21]([C:2]2[CH:3]=[CH:4][C:5]([F:10])=[C:6]([CH:9]=2)[C:7]#[N:8])[CH:20]=[N:19]1)[C:12]1[CH:17]=[CH:16][CH:15]=[CH:14][CH:13]=1, predict the reactants needed to synthesize it. The reactants are: Br[C:2]1[CH:3]=[CH:4][C:5]([F:10])=[C:6]([CH:9]=1)[C:7]#[N:8].[CH2:11]([N:18]1[CH:22]=[C:21](B2OC(C)(C)C(C)(C)O2)[CH:20]=[N:19]1)[C:12]1[CH:17]=[CH:16][CH:15]=[CH:14][CH:13]=1.C(=O)([O-])[O-].[K+].[K+].O1CCOCC1.